Dataset: NCI-60 drug combinations with 297,098 pairs across 59 cell lines. Task: Regression. Given two drug SMILES strings and cell line genomic features, predict the synergy score measuring deviation from expected non-interaction effect. Drug 1: C1=CC(=CC=C1C#N)C(C2=CC=C(C=C2)C#N)N3C=NC=N3. Drug 2: CC12CCC3C(C1CCC2OP(=O)(O)O)CCC4=C3C=CC(=C4)OC(=O)N(CCCl)CCCl.[Na+]. Cell line: NCI-H322M. Synergy scores: CSS=5.08, Synergy_ZIP=-0.963, Synergy_Bliss=1.94, Synergy_Loewe=1.45, Synergy_HSA=2.07.